This data is from Reaction yield outcomes from USPTO patents with 853,638 reactions. The task is: Predict the reaction yield, written as a fraction of the theoretical maximum amount of product (1.0 means a 100% yield; for example, 0.34 means a 34% yield). (1) The reactants are [NH2:1][C:2]1[CH:7]=[CH:6][C:5]([N:8]2[CH:13]=[CH:12][C:11]([O:14]CC3C=CC=CC=3)=[CH:10][C:9]2=[O:22])=[CH:4][C:3]=1[F:23]. The catalyst is CO.[Pd]. The product is [NH2:1][C:2]1[CH:7]=[CH:6][C:5]([N:8]2[CH:13]=[CH:12][C:11]([OH:14])=[CH:10][C:9]2=[O:22])=[CH:4][C:3]=1[F:23]. The yield is 0.970. (2) The reactants are [CH2:1]1[C:9]2[C:4](=[CH:5][C:6]([S:10](Cl)(=[O:12])=[O:11])=[CH:7][CH:8]=2)[CH2:3][CH2:2]1.[NH2:14][C:15]1[CH:20]=[CH:19][CH:18]=[CH:17][C:16]=1[S:21]([NH2:24])(=[O:23])=[O:22]. The catalyst is N1C=CC=CC=1. The product is [S:21]([C:16]1[CH:17]=[CH:18][CH:19]=[CH:20][C:15]=1[NH:14][S:10]([C:6]1[CH:5]=[C:4]2[C:9](=[CH:8][CH:7]=1)[CH2:1][CH2:2][CH2:3]2)(=[O:12])=[O:11])(=[O:22])(=[O:23])[NH2:24]. The yield is 0.320. (3) The reactants are Cl[C:2]1[N:7]=[C:6]([NH:8][CH2:9][CH2:10][CH3:11])[N:5]=[C:4]([NH:12][CH2:13][CH2:14][CH3:15])[N:3]=1.Cl.Cl.[CH3:18][NH:19][NH:20][CH3:21].[OH-].[Na+]. The catalyst is O1CCOCC1.O. The product is [CH2:13]([NH:12][C:4]1[N:5]=[C:6]([NH:8][CH2:9][CH2:10][CH3:11])[N:7]=[C:2]([N:19]([CH3:18])[NH:20][CH3:21])[N:3]=1)[CH2:14][CH3:15]. The yield is 0.420. (4) The reactants are Br[C:2]1[C:14]2[CH:13]=[CH:12][CH:11]=[CH:10][C:9]=2[C:8]2[C:7]3[C:15]4[C:20]([C:21](Br)=[CH:22][C:6]=3[O:5][C:4]=2[CH:3]=1)=[CH:19][CH:18]=[CH:17][CH:16]=4.C1(P(C2CCCCC2)[C:31]2[CH:36]=[CH:35][CH:34]=[CH:33][C:32]=2[C:31]2[C:36](OC)=[CH:35][CH:34]=[CH:33][C:32]=2OC)CCCCC1.P([O-])([O-])([O-])=O.[K+].[K+].[K+].[C:61]1(B(O)O)[CH:66]=[CH:65][CH:64]=[CH:63][CH:62]=1. The catalyst is C1(C)C=CC=CC=1. The product is [C:61]1([C:21]2[C:16]3[CH:17]=[CH:18][CH:19]=[CH:20][C:15]=3[C:7]3[C:8]4[C:9]5[C:14]([C:2]([C:31]6[CH:32]=[CH:33][CH:34]=[CH:35][CH:36]=6)=[CH:3][C:4]=4[O:5][C:6]=3[CH:22]=2)=[CH:13][CH:12]=[CH:11][CH:10]=5)[CH:66]=[CH:65][CH:64]=[CH:63][CH:62]=1. The yield is 0.890. (5) The reactants are Cl.[CH3:2][C:3]1[O:7][N:6]=[C:5]([C:8]2[CH:13]=[CH:12][C:11]([C@@H:14]3[O:19][CH2:18][CH2:17][NH:16][CH2:15]3)=[CH:10][CH:9]=2)[N:4]=1.Cl.[N:21]1([C:26](N)=[NH:27])C=CC=N1.C(N(CC)C(C)C)(C)C.C(O[C:41](=[O:51])[CH2:42][C:43](=O)[C:44]1[CH:49]=[CH:48][N:47]=[CH:46][N:45]=1)C.C(=O)([O-])[O-].[K+].[K+]. The catalyst is CN(C)C=O.C(O)C. The product is [CH3:2][C:3]1[O:7][N:6]=[C:5]([C:8]2[CH:13]=[CH:12][C:11]([C@@H:14]3[O:19][CH2:18][CH2:17][N:16]([C:26]4[NH:27][C:41](=[O:51])[CH:42]=[C:43]([C:44]5[CH:49]=[CH:48][N:47]=[CH:46][N:45]=5)[N:21]=4)[CH2:15]3)=[CH:10][CH:9]=2)[N:4]=1. The yield is 0.330. (6) The product is [NH2:11][C:12]1[C:17]([C:18]([NH:20][CH3:21])=[O:19])=[N:16][C:15]([C:22]2[CH:30]=[CH:29][CH:28]=[C:24]([C:25]([NH:10][CH2:9][CH2:8][NH:7][C:1]3[CH:6]=[CH:5][CH:4]=[CH:3][CH:2]=3)=[O:26])[CH:23]=2)=[CH:14][N:13]=1. The yield is 0.450. No catalyst specified. The reactants are [C:1]1([NH:7][CH2:8][CH2:9][NH2:10])[CH:6]=[CH:5][CH:4]=[CH:3][CH:2]=1.[NH2:11][C:12]1[N:13]=[CH:14][C:15]([C:22]2[CH:23]=[C:24]([CH:28]=[CH:29][CH:30]=2)[C:25](O)=[O:26])=[N:16][C:17]=1[C:18]([NH:20][CH3:21])=[O:19]. (7) The catalyst is O.CN(C=O)C. The reactants are [Cl:1][C:2]1[CH:3]=[C:4]([NH2:9])[C:5]([NH2:8])=[CH:6][CH:7]=1.[F:10][C:11]([F:20])([F:19])[C:12]([OH:18])([CH3:17])[CH2:13][C:14](O)=[O:15].CN(C(ON1N=NC2C=CC=NC1=2)=[N+](C)C)C.F[P-](F)(F)(F)(F)F.CCN(C(C)C)C(C)C. The yield is 0.760. The product is [NH2:9][C:4]1[CH:3]=[C:2]([Cl:1])[CH:7]=[CH:6][C:5]=1[NH:8][C:14](=[O:15])[CH2:13][C:12]([OH:18])([CH3:17])[C:11]([F:20])([F:19])[F:10].